From a dataset of Forward reaction prediction with 1.9M reactions from USPTO patents (1976-2016). Predict the product of the given reaction. (1) Given the reactants [Cl:1][C:2]1[CH:27]=[CH:26][C:5]([O:6][C:7]2[CH:12]=[CH:11][CH:10]=[CH:9][C:8]=2[NH:13][S:14]([C:17]2[CH:25]=[CH:24][C:20]([C:21]([OH:23])=O)=[CH:19][CH:18]=2)(=[O:16])=[O:15])=[CH:4][CH:3]=1.[NH:28]1[CH2:33][CH2:32][CH:31]([CH2:34][C:35]2[CH:40]=[CH:39][C:38]([C:41]3[NH:42][CH2:43][CH2:44][CH2:45][N:46]=3)=[CH:37][CH:36]=2)[CH2:30][CH2:29]1, predict the reaction product. The product is: [Cl:1][C:2]1[CH:27]=[CH:26][C:5]([O:6][C:7]2[CH:12]=[CH:11][CH:10]=[CH:9][C:8]=2[NH:13][S:14]([C:17]2[CH:25]=[CH:24][C:20]([C:21]([N:28]3[CH2:33][CH2:32][CH:31]([CH2:34][C:35]4[CH:36]=[CH:37][C:38]([C:41]5[NH:46][CH2:45][CH2:44][CH2:43][N:42]=5)=[CH:39][CH:40]=4)[CH2:30][CH2:29]3)=[O:23])=[CH:19][CH:18]=2)(=[O:15])=[O:16])=[CH:4][CH:3]=1. (2) Given the reactants [C:1]1([C:7](=[CH2:21])[C:8]([C:10]2[CH:20]=[CH:19][C:13]3[O:14][CH2:15][C:16](=[O:18])[NH:17][C:12]=3[CH:11]=2)=O)[CH:6]=[CH:5][CH:4]=[CH:3][CH:2]=1.Cl.[Cl:23][C:24]1[CH:29]=[CH:28][C:27]([NH:30][NH2:31])=[CH:26][CH:25]=1.C(N(CC)CC)C, predict the reaction product. The product is: [Cl:23][C:24]1[CH:29]=[CH:28][C:27]([N:30]2[CH2:21][CH:7]([C:1]3[CH:6]=[CH:5][CH:4]=[CH:3][CH:2]=3)[C:8]([C:10]3[CH:20]=[CH:19][C:13]4[O:14][CH2:15][C:16](=[O:18])[NH:17][C:12]=4[CH:11]=3)=[N:31]2)=[CH:26][CH:25]=1. (3) Given the reactants [CH:1]([C:4]1[CH:9]=[C:8]([CH:10]([CH3:12])[CH3:11])[C:7]([S:13]([C:16]2[CH:21]=[CH:20][CH:19]=[CH:18][CH:17]=2)(=[O:15])=[O:14])=[CH:6][C:5]=1[S:22](Cl)(=[O:24])=[O:23])([CH3:3])[CH3:2].[O:26]1[CH2:31][CH2:30][CH:29]([CH2:32][CH2:33][NH2:34])[CH2:28][CH2:27]1, predict the reaction product. The product is: [CH:1]([C:4]1[CH:9]=[C:8]([CH:10]([CH3:12])[CH3:11])[C:7]([S:13]([C:16]2[CH:21]=[CH:20][CH:19]=[CH:18][CH:17]=2)(=[O:15])=[O:14])=[CH:6][C:5]=1[S:22]([NH:34][CH2:33][CH2:32][CH:29]1[CH2:30][CH2:31][O:26][CH2:27][CH2:28]1)(=[O:24])=[O:23])([CH3:3])[CH3:2]. (4) Given the reactants [CH2:1]([NH2:9])[CH2:2][C:3]1[CH:8]=[CH:7][CH:6]=[CH:5][CH:4]=1.[C:10](Cl)(=O)[CH2:11][CH3:12], predict the reaction product. The product is: [CH2:11]([CH:12]1[C:8]2[C:3](=[CH:4][CH:5]=[CH:6][CH:7]=2)[CH2:2][CH2:1][NH:9]1)[CH3:10]. (5) Given the reactants C[N:2]([C:20]1[C:21]([CH3:27])=[N:22][N:23]([CH3:26])[C:24]=1[CH3:25])[S:3]([C:6]1[CH:11]=[CH:10][C:9](C2C=CC=C(C=O)C=2)=[CH:8][CH:7]=1)(=[O:5])=[O:4].[N:28]1([C:34]2[CH:39]=[C:38](B3OC(C)(C)C(C)(C)O3)[CH:37]=[CH:36][N:35]=2)[CH2:33][CH2:32][NH:31][CH2:30][CH2:29]1.P([O-])([O-])([O-])=O.[K+].[K+].[K+].C(Cl)[Cl:58], predict the reaction product. The product is: [Cl:58][C:11]1[CH:10]=[C:9]([C:38]2[CH:37]=[CH:36][N:35]=[C:34]([N:28]3[CH2:33][CH2:32][NH:31][CH2:30][CH2:29]3)[CH:39]=2)[CH:8]=[CH:7][C:6]=1[S:3]([NH:2][C:20]1[C:21]([CH3:27])=[N:22][N:23]([CH3:26])[C:24]=1[CH3:25])(=[O:4])=[O:5]. (6) Given the reactants [F:1][C:2]1[CH:3]=[C:4]([N+:9]([O-:11])=[O:10])[CH:5]=[CH:6][C:7]=1F.[NH:12]1[CH2:17][CH2:16][O:15][CH2:14][C:13]1=[O:18].C(=O)([O-])[O-].[Cs+].[Cs+], predict the reaction product. The product is: [F:1][C:2]1[CH:3]=[C:4]([N+:9]([O-:11])=[O:10])[CH:5]=[CH:6][C:7]=1[N:12]1[CH2:17][CH2:16][O:15][CH2:14][C:13]1=[O:18].